This data is from Catalyst prediction with 721,799 reactions and 888 catalyst types from USPTO. The task is: Predict which catalyst facilitates the given reaction. (1) Reactant: [Cl:1][C:2]1[CH:19]=[C:18]([S:20]([CH3:23])(=[O:22])=[O:21])[CH:17]=[CH:16][C:3]=1[O:4][C:5]1[CH:10]=[C:9]([C:11]([F:14])([F:13])[F:12])[CH:8]=[CH:7][C:6]=1[OH:15].Br[CH2:25][C:26]#[N:27].C(=O)([O-])[O-].[K+].[K+]. Product: [Cl:1][C:2]1[CH:19]=[C:18]([S:20]([CH3:23])(=[O:22])=[O:21])[CH:17]=[CH:16][C:3]=1[O:4][C:5]1[CH:10]=[C:9]([C:11]([F:12])([F:14])[F:13])[CH:8]=[CH:7][C:6]=1[O:15][CH2:25][C:26]#[N:27]. The catalyst class is: 3. (2) Reactant: [CH3:1][S:2](Cl)=[O:3].[Br:5][C:6]1[CH:12]=[CH:11][C:9]([NH2:10])=[CH:8][CH:7]=1.C(N(CC)C(C)C)(C)C.O. Product: [Br:5][C:6]1[CH:12]=[CH:11][C:9]([NH:10][S:2]([CH3:1])=[O:3])=[CH:8][CH:7]=1. The catalyst class is: 4. (3) Reactant: [S:1]1[CH:5]=[CH:4][C:3]([C:6]2[N:11]=[C:10]([NH2:12])[CH:9]=[CH:8][CH:7]=2)=[CH:2]1.[CH2:13]([O:15][C:16]([N:18]=[C:19]=[S:20])=[O:17])[CH3:14]. Product: [CH2:13]([O:15][C:16](=[O:17])[NH:18][C:19]([NH:12][C:10]1[CH:9]=[CH:8][CH:7]=[C:6]([C:3]2[CH:4]=[CH:5][S:1][CH:2]=2)[N:11]=1)=[S:20])[CH3:14]. The catalyst class is: 12. (4) Reactant: [OH-].[Na+].C[O:4][C:5](=[O:26])[CH2:6][N:7]1[CH:11]=[C:10]([C:12]2[CH:17]=[C:16]([C:18]([F:21])([F:20])[F:19])[CH:15]=[C:14]([C:22]#[N:23])[CH:13]=2)[C:9]([C:24]#[N:25])=[CH:8]1.C1COCC1.Cl. Product: [C:24]([C:9]1[C:10]([C:12]2[CH:17]=[C:16]([C:18]([F:21])([F:19])[F:20])[CH:15]=[C:14]([C:22]#[N:23])[CH:13]=2)=[CH:11][N:7]([CH2:6][C:5]([OH:26])=[O:4])[CH:8]=1)#[N:25]. The catalyst class is: 34.